Dataset: Full USPTO retrosynthesis dataset with 1.9M reactions from patents (1976-2016). Task: Predict the reactants needed to synthesize the given product. The reactants are: C([O:3][C:4](=[O:24])[C:5]([O:15][C:16]1[CH:21]=[CH:20][C:19]([F:22])=[C:18]([F:23])[CH:17]=1)([CH3:14])[CH2:6][C:7]1[CH:12]=[CH:11][C:10]([OH:13])=[CH:9][CH:8]=1)C.[CH3:25][C:26]1[O:30][C:29]([C:31]2[CH:36]=[CH:35][C:34]([C:37]3[CH:42]=[CH:41][CH:40]=[CH:39][CH:38]=3)=[CH:33][CH:32]=2)=[N:28][C:27]=1[CH2:43][CH2:44]OS(C1C=CC(C)=CC=1)(=O)=O.C([O-])([O-])=O.[K+].[K+].[OH-].[Na+]. Given the product [C:34]1([C:37]2[CH:38]=[CH:39][CH:40]=[CH:41][CH:42]=2)[CH:35]=[CH:36][C:31]([C:29]2[O:30][C:26]([CH3:25])=[C:27]([CH2:43][CH2:44][O:13][C:10]3[CH:11]=[CH:12][C:7]([CH2:6][C:5]([O:15][C:16]4[CH:21]=[CH:20][C:19]([F:22])=[C:18]([F:23])[CH:17]=4)([CH3:14])[C:4]([OH:3])=[O:24])=[CH:8][CH:9]=3)[N:28]=2)=[CH:32][CH:33]=1, predict the reactants needed to synthesize it.